Task: Regression/Classification. Given a drug SMILES string, predict its absorption, distribution, metabolism, or excretion properties. Task type varies by dataset: regression for continuous measurements (e.g., permeability, clearance, half-life) or binary classification for categorical outcomes (e.g., BBB penetration, CYP inhibition). Dataset: cyp2d6_substrate_carbonmangels.. Dataset: CYP2D6 substrate classification data from Carbon-Mangels et al. The drug is O=C(O)Cc1ccccc1Nc1c(Cl)cccc1Cl. The result is 0 (non-substrate).